This data is from Forward reaction prediction with 1.9M reactions from USPTO patents (1976-2016). The task is: Predict the product of the given reaction. (1) Given the reactants C[O:2][C:3]([C:5]1[CH:32]=[CH:31][C:8]2[N:9]([CH2:27][CH:28]([CH3:30])[CH3:29])[C:10]([NH:12][C:13]3[S:14][C:15]4[CH:21]=[C:20]([O:22][C:23]([F:26])([F:25])[F:24])[CH:19]=[CH:18][C:16]=4[N:17]=3)=[N:11][C:7]=2[CH:6]=1)=[O:4].[OH-].[Li+].CO, predict the reaction product. The product is: [CH2:27]([N:9]1[C:8]2[CH:31]=[CH:32][C:5]([C:3]([OH:4])=[O:2])=[CH:6][C:7]=2[N:11]=[C:10]1[NH:12][C:13]1[S:14][C:15]2[CH:21]=[C:20]([O:22][C:23]([F:24])([F:25])[F:26])[CH:19]=[CH:18][C:16]=2[N:17]=1)[CH:28]([CH3:30])[CH3:29]. (2) Given the reactants [CH:1]1([N:6]2[C:11]3[N:12]=[C:13](S(C)=O)[N:14]=[CH:15][C:10]=3[CH:9]=[C:8]([CH2:19][CH2:20][O:21][CH2:22][CH3:23])[C:7]2=[O:24])[CH2:5][CH2:4][CH2:3][CH2:2]1.[C:25]([O:29][C:30]([N:32]1[CH2:37][CH2:36][N:35]([C:38]2[CH:39]=[N:40][C:41]([NH2:44])=[CH:42][CH:43]=2)[CH2:34][CH2:33]1)=[O:31])([CH3:28])([CH3:27])[CH3:26], predict the reaction product. The product is: [C:25]([O:29][C:30]([N:32]1[CH2:37][CH2:36][N:35]([C:38]2[CH:39]=[N:40][C:41]([NH:44][C:13]3[N:14]=[CH:15][C:10]4[CH:9]=[C:8]([CH2:19][CH2:20][O:21][CH2:22][CH3:23])[C:7](=[O:24])[N:6]([CH:1]5[CH2:5][CH2:4][CH2:3][CH2:2]5)[C:11]=4[N:12]=3)=[CH:42][CH:43]=2)[CH2:34][CH2:33]1)=[O:31])([CH3:28])([CH3:26])[CH3:27]. (3) The product is: [C:11]([O:10][C:8]([N:4]1[CH2:5][CH2:6][CH2:7][C@@H:2]([NH:1][C:24]([C:23]2[CH:22]=[CH:21][CH:20]=[C:19]3[O:15][CH:16]=[CH:17][C:18]=23)=[O:25])[CH2:3]1)=[O:9])([CH3:14])([CH3:13])[CH3:12]. Given the reactants [NH2:1][C@@H:2]1[CH2:7][CH2:6][CH2:5][N:4]([C:8]([O:10][C:11]([CH3:14])([CH3:13])[CH3:12])=[O:9])[CH2:3]1.[O:15]1[C:19]2=[CH:20][CH:21]=[CH:22][C:23]([C:24](O)=[O:25])=[C:18]2[CH:17]=[CH:16]1.C1CN([P+](ON2N=NC3C=CC=CC2=3)(N2CCCC2)N2CCCC2)CC1.F[P-](F)(F)(F)(F)F.CCN(C(C)C)C(C)C, predict the reaction product. (4) Given the reactants [F:1][C:2]1[CH:7]=[CH:6][C:5]([C:8]2[C:9]([N:14]3[CH2:19][CH2:18][N:17]([CH2:20][CH2:21][NH:22][CH3:23])[CH2:16][CH2:15]3)=[N:10][CH:11]=[CH:12][N:13]=2)=[CH:4][CH:3]=1.N1CCOCC1.[CH3:30][N:31]1[C:35]([S:36]([Cl:39])(=[O:38])=[O:37])=[CH:34][N:33]=[C:32]1[CH3:40], predict the reaction product. The product is: [ClH:39].[F:1][C:2]1[CH:7]=[CH:6][C:5]([C:8]2[C:9]([N:14]3[CH2:15][CH2:16][N:17]([CH2:20][CH2:21][N:22]([CH3:23])[S:36]([C:35]4[N:31]([CH3:30])[C:32]([CH3:40])=[N:33][CH:34]=4)(=[O:38])=[O:37])[CH2:18][CH2:19]3)=[N:10][CH:11]=[CH:12][N:13]=2)=[CH:4][CH:3]=1. (5) Given the reactants [CH3:1][O:2][C:3]1[CH:4]=[C:5]([C:9](=[O:27])[C:10](=[CH:14][C:15]2[CH:16]=[CH:17][CH:18]=[C:19]3[C:24]=2[O:23][C:22]([CH3:25])=[CH:21][C:20]3=[O:26])[C:11](=O)[CH3:12])[CH:6]=[CH:7][CH:8]=1.[NH2:28]/[C:29](/[CH3:36])=[CH:30]\[C:31]([O:33][CH2:34][CH3:35])=[O:32], predict the reaction product. The product is: [CH3:1][O:2][C:3]1[CH:4]=[C:5]([CH:6]=[CH:7][CH:8]=1)[C:9]([C:10]1[CH:14]([C:15]2[CH:16]=[CH:17][CH:18]=[C:19]3[C:24]=2[O:23][C:22]([CH3:25])=[CH:21][C:20]3=[O:26])[C:30]([C:31]([O:33][CH2:34][CH3:35])=[O:32])=[C:29]([CH3:36])[NH:28][C:11]=1[CH3:12])=[O:27].